This data is from Reaction yield outcomes from USPTO patents with 853,638 reactions. The task is: Predict the reaction yield, written as a fraction of the theoretical maximum amount of product (1.0 means a 100% yield; for example, 0.34 means a 34% yield). (1) The reactants are [O:1]1[CH2:3][C@H:2]1[CH2:4][N:5]1[C:11]2[CH:12]=[CH:13][CH:14]=[CH:15][C:10]=2[CH2:9][CH2:8][C:7]2[CH:16]=[CH:17][CH:18]=[CH:19][C:6]1=2.C(O)C.[N-:23]=[N+:24]=[N-:25].[Na+].[Cl-].[NH4+]. The catalyst is O. The product is [N:23]([CH2:3][C@H:2]([OH:1])[CH2:4][N:5]1[C:11]2[CH:12]=[CH:13][CH:14]=[CH:15][C:10]=2[CH2:9][CH2:8][C:7]2[CH:16]=[CH:17][CH:18]=[CH:19][C:6]1=2)=[N+:24]=[N-:25]. The yield is 0.920. (2) The reactants are [C:1]1([C:29]2[CH:34]=[CH:33][CH:32]=[CH:31][CH:30]=2)[CH:6]=[CH:5][C:4]([N:7]=[C:8]([C:10]2[CH:15]=[CH:14][C:13]([C:16](O)=[O:17])=[C:12](/[N:19]=[C:20](\[O-:28])/[CH2:21][N:22]3[CH2:27][CH2:26][O:25][CH2:24][CH2:23]3)[CH:11]=2)[O-:9])=[CH:3][CH:2]=1.[Li+].[Li+].[CH3:37][NH:38][CH3:39].C1COCC1.F[P-](F)(F)(F)(F)F.N1(O[P+](N2CCCC2)(N2CCCC2)N2CCCC2)C2C=CC=CC=2N=N1.C(N(C(C)C)CC)(C)C. The catalyst is CN(C=O)C.O. The product is [C:1]1([C:29]2[CH:34]=[CH:33][CH:32]=[CH:31][CH:30]=2)[CH:2]=[CH:3][C:4]([NH:7][C:8](=[O:9])[C:10]2[CH:15]=[CH:14][C:13]([C:16]([N:38]([CH3:39])[CH3:37])=[O:17])=[C:12]([NH:19][C:20](=[O:28])[CH2:21][N:22]3[CH2:27][CH2:26][O:25][CH2:24][CH2:23]3)[CH:11]=2)=[CH:5][CH:6]=1. The yield is 0.680. (3) The reactants are [CH2:1]([N:8]([C@H:30]([CH:32]1[CH2:34][CH2:33]1)[CH3:31])[C:9](=[O:29])[CH2:10][NH:11][C:12](=[O:28])[NH:13][C@:14]1([C:24]([O:26]C)=O)[C:22]2[C:17](=[CH:18][C:19]([Br:23])=[CH:20][CH:21]=2)[CH2:16][CH2:15]1)[C:2]1[CH:7]=[CH:6][CH:5]=[CH:4][CH:3]=1.[Li+].[OH-]. The product is [CH2:1]([N:8]([C@H:30]([CH:32]1[CH2:34][CH2:33]1)[CH3:31])[C:9](=[O:29])[CH2:10][N:11]1[C:24](=[O:26])[C@:14]2([C:22]3[C:17](=[CH:18][C:19]([Br:23])=[CH:20][CH:21]=3)[CH2:16][CH2:15]2)[NH:13][C:12]1=[O:28])[C:2]1[CH:3]=[CH:4][CH:5]=[CH:6][CH:7]=1. The yield is 0.550. The catalyst is C1COCC1. (4) The reactants are [Cl:1][C:2]1[CH:7]=[CH:6][C:5]([CH:8]([C:24]2[CH:29]=[CH:28][CH:27]=[CH:26][CH:25]=2)[N:9]2[CH2:14][CH2:13][N:12](S(C3C=CC=CC=3)(=O)=O)[CH2:11][CH2:10]2)=[CH:4][CH:3]=1.Br.O. The catalyst is C(O)(=O)C. The product is [Cl:1][C:2]1[CH:3]=[CH:4][C:5]([CH:8]([C:24]2[CH:25]=[CH:26][CH:27]=[CH:28][CH:29]=2)[N:9]2[CH2:10][CH2:11][NH:12][CH2:13][CH2:14]2)=[CH:6][CH:7]=1. The yield is 0.997. (5) The reactants are [Br:1][C:2]1[C:15](=[O:16])[N:14]([CH2:17][CH:18]2[CH2:23][CH2:22][N:21]([C:24]([O:26][C:27]([CH3:30])([CH3:29])[CH3:28])=[O:25])[CH2:20][CH2:19]2)[C:5]2[N:6]=[C:7](S(C)(=O)=O)[N:8]=[CH:9][C:4]=2[CH:3]=1.Cl.[CH2:32]([NH2:34])[CH3:33].CCN(C(C)C)C(C)C. The catalyst is CC(O)C. The product is [Br:1][C:2]1[C:15](=[O:16])[N:14]([CH2:17][CH:18]2[CH2:23][CH2:22][N:21]([C:24]([O:26][C:27]([CH3:30])([CH3:29])[CH3:28])=[O:25])[CH2:20][CH2:19]2)[C:5]2[N:6]=[C:7]([NH:34][CH2:32][CH3:33])[N:8]=[CH:9][C:4]=2[CH:3]=1. The yield is 0.720. (6) The reactants are [CH2:1]([O:3][C:4](=[O:33])[C:5]([NH:7][NH:8][C:9]([C:11]1[C:12]([NH:29][CH:30]([CH3:32])[CH3:31])=[N:13][C:14]([C:17]2[CH:22]=[CH:21][CH:20]=[C:19]([C:23]3[CH:24]=[N:25][N:26]([CH3:28])[CH:27]=3)[CH:18]=2)=[N:15][CH:16]=1)=O)=O)[CH3:2].COC1C=CC(P2(=S)SP(=S)(C3C=CC(OC)=CC=3)[S:43]2)=CC=1. The catalyst is C1COCC1.C(OCC)(=O)C. The product is [CH2:1]([O:3][C:4]([C:5]1[S:43][C:9]([C:11]2[C:12]([NH:29][CH:30]([CH3:32])[CH3:31])=[N:13][C:14]([C:17]3[CH:22]=[CH:21][CH:20]=[C:19]([C:23]4[CH:24]=[N:25][N:26]([CH3:28])[CH:27]=4)[CH:18]=3)=[N:15][CH:16]=2)=[N:8][N:7]=1)=[O:33])[CH3:2]. The yield is 0.820. (7) The reactants are [F:1][C:2]([F:35])([F:34])[C:3]1[CH:29]=[C:28]([C:30]([F:33])([F:32])[F:31])[CH:27]=[CH:26][C:4]=1[CH2:5][O:6][C:7]1[CH:16]=[CH:15][C:14](/[CH:17]=[C:18]2/[C:19]([NH:24][CH3:25])=[N:20][C:21](=[O:23])[S:22]/2)=[CH:13][C:8]=1[C:9]([O:11]C)=[O:10].[OH-].[Na+]. The catalyst is CO. The product is [F:35][C:2]([F:1])([F:34])[C:3]1[CH:29]=[C:28]([C:30]([F:31])([F:33])[F:32])[CH:27]=[CH:26][C:4]=1[CH2:5][O:6][C:7]1[CH:16]=[CH:15][C:14](/[CH:17]=[C:18]2/[C:19]([NH:24][CH3:25])=[N:20][C:21](=[O:23])[S:22]/2)=[CH:13][C:8]=1[C:9]([OH:11])=[O:10]. The yield is 0.640. (8) The reactants are [C:1]([CH2:14][C:15]([CH2:18][CH2:19]I)([F:17])[F:16])([C:4]([C:7]([C:10]([F:13])([F:12])[F:11])([F:9])[F:8])([F:6])[F:5])([F:3])[F:2].S(=O)(=O)(O)[OH:22]. No catalyst specified. The product is [C:1]([CH2:14][C:15]([CH2:18][CH2:19][OH:22])([F:17])[F:16])([C:4]([C:7]([C:10]([F:13])([F:12])[F:11])([F:9])[F:8])([F:6])[F:5])([F:3])[F:2]. The yield is 0.596. (9) The reactants are [N+:1]([C:4]1[CH:9]=[CH:8][C:7](Br)=[CH:6][N:5]=1)([O-:3])=[O:2].[OH:11][CH:12]1[CH2:15][NH:14][CH2:13]1.C(N(CC)C(C)C)(C)C.CN(C)C(=O)C. The catalyst is [I-].C([N+](CCCC)(CCCC)CCCC)CCC.O. The product is [N+:1]([C:4]1[N:5]=[CH:6][C:7]([N:14]2[CH2:15][CH:12]([OH:11])[CH2:13]2)=[CH:8][CH:9]=1)([O-:3])=[O:2]. The yield is 0.490. (10) The reactants are Br[C:2]1[O:6][C:5]([C:7]2[C:12]([F:13])=[CH:11][CH:10]=[CH:9][C:8]=2[F:14])=[N:4][C:3]=1[C:15]([NH2:17])=[O:16].[C:18]1(B(O)O)[CH:23]=[CH:22][CH:21]=[CH:20][CH:19]=1.C(=O)([O-])[O-].[Na+].[Na+]. The catalyst is C(#N)C.C1C=CC(P(C2C=CC=CC=2)[C-]2C=CC=C2)=CC=1.C1C=CC(P(C2C=CC=CC=2)[C-]2C=CC=C2)=CC=1.Cl[Pd]Cl.[Fe+2]. The product is [F:14][C:8]1[CH:9]=[CH:10][CH:11]=[C:12]([F:13])[C:7]=1[C:5]1[O:6][C:2]([C:18]2[CH:23]=[CH:22][CH:21]=[CH:20][CH:19]=2)=[C:3]([C:15]([NH2:17])=[O:16])[N:4]=1. The yield is 0.0800.